Dataset: Full USPTO retrosynthesis dataset with 1.9M reactions from patents (1976-2016). Task: Predict the reactants needed to synthesize the given product. (1) The reactants are: [F:1][C:2]1[CH:10]=[C:9]2[C:5]([C:6]([CH2:21][CH:22]([CH3:24])[CH3:23])=[CH:7][N:8]2[C:11]2[S:12][CH:13]=[C:14]([C:16]([O:18]CC)=[O:17])[N:15]=2)=[CH:4][CH:3]=1.[OH-].[Na+]. Given the product [F:1][C:2]1[CH:10]=[C:9]2[C:5]([C:6]([CH2:21][CH:22]([CH3:24])[CH3:23])=[CH:7][N:8]2[C:11]2[S:12][CH:13]=[C:14]([C:16]([OH:18])=[O:17])[N:15]=2)=[CH:4][CH:3]=1, predict the reactants needed to synthesize it. (2) Given the product [F:1][C:2]1[C:10]([NH:11][S:12]([CH2:15][CH2:16][CH3:17])(=[O:13])=[O:14])=[CH:9][CH:8]=[C:7]([F:18])[C:3]=1[NH:21][C:24](=[O:51])[O:38][C:39]1[CH:40]=[CH:41][CH:42]=[CH:43][CH:44]=1, predict the reactants needed to synthesize it. The reactants are: [F:1][C:2]1[C:10]([NH:11][S:12]([CH2:15][CH2:16][CH3:17])(=[O:14])=[O:13])=[CH:9][CH:8]=[C:7]([F:18])[C:3]=1C(O)=O.C([N:21]([CH2:24]C)CC)C.[CH:42]1[CH:43]=[CH:44][C:39]([O:38]P([O:38][C:39]2[CH:44]=[CH:43][CH:42]=[CH:41][CH:40]=2)(N=[N+]=[N-])=O)=[CH:40][CH:41]=1.C1([OH:51])C=CC=CC=1. (3) Given the product [CH2:25]([O:27][C:28]1[CH:29]=[C:30]([C:34]2[N:35]=[CH:36][C:37]([C:40]([NH:64][CH2:63][C:59]3[CH:60]=[C:61]4[C:56](=[CH:57][CH:58]=3)[NH:55][C:54]([C:53]([F:66])([F:52])[F:65])=[CH:62]4)=[O:42])=[CH:38][N:39]=2)[CH:31]=[CH:32][CH:33]=1)[CH3:26], predict the reactants needed to synthesize it. The reactants are: CN(C(ON1N=NC2C=CC=NC1=2)=[N+](C)C)C.F[P-](F)(F)(F)(F)F.[CH2:25]([O:27][C:28]1[CH:29]=[C:30]([C:34]2[N:39]=[CH:38][C:37]([C:40]([OH:42])=O)=[CH:36][N:35]=2)[CH:31]=[CH:32][CH:33]=1)[CH3:26].CCN(C(C)C)C(C)C.[F:52][C:53]([F:66])([F:65])[C:54]1[NH:55][C:56]2[C:61]([CH:62]=1)=[CH:60][C:59]([CH2:63][NH2:64])=[CH:58][CH:57]=2. (4) Given the product [Cl:10][C:11]1[CH:17]=[C:16]([N+:18]([O-:20])=[O:19])[CH:15]=[CH:14][C:12]=1[NH:13][C:7]1[CH2:6][CH2:5][CH2:4][C:3](=[O:9])[C:2]=1[CH3:1], predict the reactants needed to synthesize it. The reactants are: [CH3:1][CH:2]1[C:7](=O)[CH2:6][CH2:5][CH2:4][C:3]1=[O:9].[Cl:10][C:11]1[CH:17]=[C:16]([N+:18]([O-:20])=[O:19])[CH:15]=[CH:14][C:12]=1[NH2:13]. (5) Given the product [CH3:25][O:20][C:19](=[O:21])[CH2:18][C:15]1[CH:14]=[CH:13][C:12]([NH:11][C:2]2[CH:7]=[CH:6][N:5]=[CH:4][C:3]=2[N+:8]([O-:10])=[O:9])=[CH:17][CH:16]=1, predict the reactants needed to synthesize it. The reactants are: Cl[C:2]1[CH:7]=[CH:6][N:5]=[CH:4][C:3]=1[N+:8]([O-:10])=[O:9].[NH2:11][C:12]1[CH:17]=[CH:16][C:15]([CH2:18][C:19]([OH:21])=[O:20])=[CH:14][CH:13]=1.CO.O1CCOC[CH2:25]1. (6) Given the product [O:1]=[C:2]([NH:32][C:33]1[CH2:34][O:35][C:36](=[O:38])[CH:37]=1)[C:3]([C:5]1[C:13]2[C:8](=[CH:9][CH:10]=[CH:11][CH:12]=2)[N:7]([CH2:14][C:15]2[CH:16]=[CH:17][C:18]([CH2:21][C:22]([OH:24])=[O:23])=[CH:19][CH:20]=2)[CH:6]=1)=[O:4], predict the reactants needed to synthesize it. The reactants are: [O:1]=[C:2]([NH:32][C:33]1[CH2:34][O:35][C:36](=[O:38])[CH:37]=1)[C:3]([C:5]1[C:13]2[C:8](=[CH:9][CH:10]=[CH:11][CH:12]=2)[N:7]([CH2:14][C:15]2[CH:20]=[CH:19][C:18]([CH2:21][C:22]([O:24]CC3C=CC=CC=3)=[O:23])=[CH:17][CH:16]=2)[CH:6]=1)=[O:4].